From a dataset of Peptide-MHC class II binding affinity with 134,281 pairs from IEDB. Regression. Given a peptide amino acid sequence and an MHC pseudo amino acid sequence, predict their binding affinity value. This is MHC class II binding data. (1) The peptide sequence is INEPQAAAIAYGLDR. The MHC is HLA-DQA10102-DQB10602 with pseudo-sequence HLA-DQA10102-DQB10602. The binding affinity (normalized) is 0.739. (2) The peptide sequence is KDKWIALKESWGAIW. The MHC is HLA-DPA10201-DPB10101 with pseudo-sequence HLA-DPA10201-DPB10101. The binding affinity (normalized) is 0.232. (3) The peptide sequence is YDKFLANPSTVLTGK. The MHC is DRB1_0404 with pseudo-sequence DRB1_0404. The binding affinity (normalized) is 0.376. (4) The peptide sequence is AAATAGTTQYGAFAA. The MHC is HLA-DQA10102-DQB10602 with pseudo-sequence HLA-DQA10102-DQB10602. The binding affinity (normalized) is 0.571. (5) The peptide sequence is VAWQVKLLPVPPTVT. The MHC is DRB1_1201 with pseudo-sequence DRB1_1201. The binding affinity (normalized) is 0.740.